From a dataset of Full USPTO retrosynthesis dataset with 1.9M reactions from patents (1976-2016). Predict the reactants needed to synthesize the given product. (1) Given the product [N:29]1([O:8][CH2:9][C:10]2[CH:11]=[CH:12][C:13]([O:16][C:17](=[O:26])[N:18]([CH3:25])[C:19]3[CH:20]=[CH:21][CH:22]=[CH:23][CH:24]=3)=[CH:14][CH:15]=2)[CH:33]=[CH:32][N:31]=[CH:30]1, predict the reactants needed to synthesize it. The reactants are: C(O)(C(F)(F)F)=O.[OH:8][CH2:9][C:10]1[CH:15]=[CH:14][C:13]([O:16][C:17](=[O:26])[N:18]([CH3:25])[C:19]2[CH:24]=[CH:23][CH:22]=[CH:21][CH:20]=2)=[CH:12][CH:11]=1.Cl.O[N:29]1[CH:33]=[CH:32][N:31]=[CH:30]1. (2) Given the product [CH2:10]([O:13][C:9]1[CH:2]=[C:3]([CH:6]=[CH:7][CH:8]=1)[CH:4]=[O:5])[CH3:16], predict the reactants needed to synthesize it. The reactants are: O[C:2]1[CH:9]=[CH:8][CH:7]=[CH:6][C:3]=1[CH:4]=[O:5].[C:10](=[O:13])([O-])[O-].[K+].[K+].[CH2:16](I)C.O. (3) Given the product [ClH:1].[CH3:25][C:16]1[N:15]([CH3:26])[C:14]2[C:18](=[CH:19][C:20]3[CH:21]4[CH2:23][CH2:24][CH:11]([C:12]=3[CH:13]=2)[CH2:10][NH:9][CH2:22]4)[N:17]=1, predict the reactants needed to synthesize it. The reactants are: [ClH:1].C(OC([N:9]1[CH2:22][CH:21]2[CH2:23][CH2:24][CH:11]([C:12]3[CH:13]=[C:14]4[C:18](=[CH:19][C:20]=32)[N:17]=[C:16]([CH3:25])[N:15]4[CH3:26])[CH2:10]1)=O)(C)(C)C. (4) Given the product [NH2:7][C:6]1[C:2]([CH3:1])=[N:3][S:4][C:5]=1[NH:10][C:11]([C:13]1[CH:22]=[CH:21][CH:20]=[CH:19][C:14]=1[C:15]([O:17][CH3:18])=[O:16])=[O:12], predict the reactants needed to synthesize it. The reactants are: [CH3:1][C:2]1[C:6]([N+:7]([O-])=O)=[C:5]([NH:10][C:11]([C:13]2[CH:22]=[CH:21][CH:20]=[CH:19][C:14]=2[C:15]([O:17][CH3:18])=[O:16])=[O:12])[S:4][N:3]=1.[H][H]. (5) Given the product [CH2:3]([C:10]1[N:15]=[C:14]([I:1])[C:13]([OH:16])=[CH:12][CH:11]=1)[C:4]1[CH:5]=[CH:6][CH:7]=[CH:8][CH:9]=1, predict the reactants needed to synthesize it. The reactants are: [I:1]I.[CH2:3]([C:10]1[N:15]=[CH:14][C:13]([OH:16])=[CH:12][CH:11]=1)[C:4]1[CH:9]=[CH:8][CH:7]=[CH:6][CH:5]=1.C(O)(O)=O.S([O-])([O-])(=O)=S.[Na+].[Na+].Cl. (6) Given the product [O:56]=[C:44]1[N:43]([CH:40]2[CH2:39][CH2:38][N:37]([C:2]([O:35][C@@H:30]([C:31]([O:33][CH3:34])=[O:32])[CH2:29][C:25]3[CH:24]=[C:23]([CH3:36])[C:22]([O:21][CH2:14][C:15]4[CH:20]=[CH:19][CH:18]=[CH:17][CH:16]=4)=[C:27]([CH3:28])[CH:26]=3)=[O:3])[CH2:42][CH2:41]2)[C:47]2[CH:48]=[N:49][C:50]3[CH:51]=[CH:52][CH:53]=[CH:54][C:55]=3[C:46]=2[NH:45]1, predict the reactants needed to synthesize it. The reactants are: Cl[C:2](OC1C=CC([N+]([O-])=O)=CC=1)=[O:3].[CH2:14]([O:21][C:22]1[C:27]([CH3:28])=[CH:26][C:25]([CH2:29][C@@H:30]([OH:35])[C:31]([O:33][CH3:34])=[O:32])=[CH:24][C:23]=1[CH3:36])[C:15]1[CH:20]=[CH:19][CH:18]=[CH:17][CH:16]=1.[NH:37]1[CH2:42][CH2:41][CH:40]([N:43]2[C:47]3[CH:48]=[N:49][C:50]4[CH:51]=[CH:52][CH:53]=[CH:54][C:55]=4[C:46]=3[NH:45][C:44]2=[O:56])[CH2:39][CH2:38]1.